Dataset: Peptide-MHC class I binding affinity with 185,985 pairs from IEDB/IMGT. Task: Regression. Given a peptide amino acid sequence and an MHC pseudo amino acid sequence, predict their binding affinity value. This is MHC class I binding data. The peptide sequence is GLEAYIQGI. The MHC is HLA-A68:02 with pseudo-sequence HLA-A68:02. The binding affinity (normalized) is 0.0847.